This data is from Reaction yield outcomes from USPTO patents with 853,638 reactions. The task is: Predict the reaction yield, written as a fraction of the theoretical maximum amount of product (1.0 means a 100% yield; for example, 0.34 means a 34% yield). The reactants are [N+:1]([C:4]1[CH:12]=[C:11]2[C:7]([CH2:8][CH2:9][CH:10]2[NH:13][C:14]2[CH:19]=[CH:18][C:17]([C:20]([F:23])([F:22])[F:21])=[CH:16][CH:15]=2)=[CH:6][C:5]=1[NH:24][C:25](=[O:33])[CH2:26][CH2:27][CH:28]1[CH2:32][CH2:31][CH2:30][CH2:29]1)([O-])=O. The catalyst is CO.[Ni]. The product is [NH2:1][C:4]1[CH:12]=[C:11]2[C:7]([CH2:8][CH2:9][CH:10]2[NH:13][C:14]2[CH:15]=[CH:16][C:17]([C:20]([F:22])([F:23])[F:21])=[CH:18][CH:19]=2)=[CH:6][C:5]=1[NH:24][C:25](=[O:33])[CH2:26][CH2:27][CH:28]1[CH2:29][CH2:30][CH2:31][CH2:32]1. The yield is 1.00.